Predict the reactants needed to synthesize the given product. From a dataset of Full USPTO retrosynthesis dataset with 1.9M reactions from patents (1976-2016). (1) Given the product [NH:1]1[C:9]2[C:4](=[N:5][CH:6]=[CH:7][CH:8]=2)[C:3]([CH:20]=[O:22])=[CH:2]1, predict the reactants needed to synthesize it. The reactants are: [NH:1]1[C:9]2[C:4](=[N:5][CH:6]=[CH:7][CH:8]=2)[CH:3]=[CH:2]1.C1N2CN3CN(C2)CN1C3.[C:20](O)(=[O:22])C. (2) Given the product [CH2:1]([O:3][C:4](=[O:24])[C:5]1[CH:10]=[CH:9][C:8]([NH:11][C:12]2[N:16]=[CH:15][N:14]([C:17]3[CH:22]=[CH:21][N:20]=[C:19]([N:28]4[CH2:29][CH:30]([CH3:32])[N:31]([C:42](=[O:44])[CH3:43])[CH:26]([CH3:25])[CH2:27]4)[CH:18]=3)[N:13]=2)=[CH:7][CH:6]=1)[CH3:2], predict the reactants needed to synthesize it. The reactants are: [CH2:1]([O:3][C:4](=[O:24])[C:5]1[CH:10]=[CH:9][C:8]([NH:11][C:12]2[N:16]=[CH:15][N:14]([C:17]3[CH:22]=[CH:21][N:20]=[C:19](Cl)[CH:18]=3)[N:13]=2)=[CH:7][CH:6]=1)[CH3:2].[CH3:25][C@H:26]1[NH:31][C@@H:30]([CH3:32])[CH2:29][NH:28][CH2:27]1.CCN(C(C)C)C(C)C.[C:42](OC(=O)C)(=[O:44])[CH3:43]. (3) Given the product [CH:1]1([C:5]2[C:9]3[CH2:10][NH:11][CH:12]([CH3:14])[CH2:13][C:8]=3[NH:7][N:6]=2)[CH2:4][CH2:3][CH2:2]1.[ClH:22], predict the reactants needed to synthesize it. The reactants are: [CH:1]1([C:5]2[C:9]3[CH2:10][N:11](C(OC(C)(C)C)=O)[CH:12]([CH3:14])[CH2:13][C:8]=3[NH:7][N:6]=2)[CH2:4][CH2:3][CH2:2]1.[ClH:22].O1CCOCC1. (4) Given the product [C:13]([O:12][C:10]([N:7]1[CH2:8][CH2:9][C:4]2([O:17][CH:2]([CH2:18][OH:1])[CH2:3]2)[CH2:5][CH2:6]1)=[O:11])([CH3:16])([CH3:15])[CH3:14], predict the reactants needed to synthesize it. The reactants are: [O:1]1[CH2:18][CH:2]1[CH2:3][C:4]1([OH:17])[CH2:9][CH2:8][N:7]([C:10]([O:12][C:13]([CH3:16])([CH3:15])[CH3:14])=[O:11])[CH2:6][CH2:5]1.O.[OH-].[Li+].C(OCC)(=O)C. (5) Given the product [F:1][C:2]1[CH:3]=[CH:4][C:5]([NH:8][C:9]([C@@H:11]2[CH2:15][CH2:14][N:13]([C:16]([O:18][CH2:19][C:20]3[CH:25]=[CH:24][CH:23]=[CH:22][CH:21]=3)=[O:17])[N:12]2[C:26](=[O:45])[C@@H:27]([CH2:33][N:34]([CH:43]=[O:44])[O:35][CH2:36][C:37]2[CH:42]=[CH:41][CH:40]=[CH:39][CH:38]=2)[CH2:28][CH2:29][CH2:30][CH2:31][CH3:32])=[O:10])=[N+:6]([O-:54])[CH:7]=1, predict the reactants needed to synthesize it. The reactants are: [F:1][C:2]1[CH:3]=[CH:4][C:5]([NH:8][C:9]([C@@H:11]2[CH2:15][CH2:14][N:13]([C:16]([O:18][CH2:19][C:20]3[CH:25]=[CH:24][CH:23]=[CH:22][CH:21]=3)=[O:17])[N:12]2[C:26](=[O:45])[C@@H:27]([CH2:33][N:34]([CH:43]=[O:44])[O:35][CH2:36][C:37]2[CH:42]=[CH:41][CH:40]=[CH:39][CH:38]=2)[CH2:28][CH2:29][CH2:30][CH2:31][CH3:32])=[O:10])=[N:6][CH:7]=1.ClC1C=C(C(OO)=[O:54])C=CC=1. (6) Given the product [C:15]([O:19][C:20]([N:22]1[CH2:27][CH2:26][CH:25]([CH2:28][N:4]2[C:5]3[C:10](=[CH:9][CH:8]=[C:7]([N+:11]([O-:13])=[O:12])[CH:6]=3)[C:2]([CH3:14])([CH3:1])[CH2:3]2)[CH2:24][CH2:23]1)=[O:21])([CH3:18])([CH3:16])[CH3:17], predict the reactants needed to synthesize it. The reactants are: [CH3:1][C:2]1([CH3:14])[C:10]2[C:5](=[CH:6][C:7]([N+:11]([O-:13])=[O:12])=[CH:8][CH:9]=2)[NH:4][CH2:3]1.[C:15]([O:19][C:20]([N:22]1[CH2:27][CH2:26][CH:25]([CH2:28]Br)[CH2:24][CH2:23]1)=[O:21])([CH3:18])([CH3:17])[CH3:16].CC(C)([O-])C.[K+]. (7) Given the product [Cl:17][C:18]1[CH:26]=[CH:25][CH:24]=[C:23]([Cl:27])[C:19]=1[C:20]([N:10]1[C:11]2[C:16](=[CH:15][N:14]=[CH:13][CH:12]=2)[C:8]([C:5]2[CH2:4][CH2:3][N:2]([CH3:1])[CH2:7][CH:6]=2)=[CH:9]1)=[O:21], predict the reactants needed to synthesize it. The reactants are: [CH3:1][N:2]1[CH2:7][CH:6]=[C:5]([C:8]2[C:16]3[C:11](=[CH:12][CH:13]=[N:14][CH:15]=3)[NH:10][CH:9]=2)[CH2:4][CH2:3]1.[Cl:17][C:18]1[CH:26]=[CH:25][CH:24]=[C:23]([Cl:27])[C:19]=1[C:20](Cl)=[O:21].C[Si]([N-][Si](C)(C)C)(C)C.[Na+]. (8) Given the product [O:22]=[C:4]1[C:5]2[C:6](=[CH:7][CH:8]=[CH:9][CH:10]=2)[C:27]2[CH:28]=[C:29]([C:31]#[N:32])[CH:30]=[CH:24][C:25]=2[NH:26]1, predict the reactants needed to synthesize it. The reactants are: C(O[C:4](=[O:22])[C:5]1[CH:10]=[CH:9][CH:8]=[CH:7][C:6]=1B1OC(C)(C)CCCCCO1)C.I[C:24]1[CH:30]=[C:29]([C:31]#[N:32])[CH:28]=[CH:27][C:25]=1[NH2:26].P([O-])([O-])([O-])=O.[K+].[K+].[K+]. (9) The reactants are: [F:1][C:2]1[CH:16]=[CH:15][CH:14]=[C:13]([F:17])[C:3]=1[CH2:4][N:5]1[CH:9]=[C:8]([C:10]([OH:12])=[O:11])[N:7]=[N:6]1.S(=O)(=O)(O)O.[CH3:23]O. Given the product [CH3:23][O:11][C:10]([C:8]1[N:7]=[N:6][N:5]([CH2:4][C:3]2[C:2]([F:1])=[CH:16][CH:15]=[CH:14][C:13]=2[F:17])[CH:9]=1)=[O:12], predict the reactants needed to synthesize it. (10) Given the product [F:1][C:2]1[CH:3]=[C:4]([C:21]([O:23][CH3:24])=[O:22])[C:5]2[O:9][C:8]([C:10]3[CH:15]=[CH:14][C:13]([CH2:16][N:17]4[CH2:19][CH2:26][CH2:25][CH2:18]4)=[CH:12][CH:11]=3)=[CH:7][C:6]=2[CH:20]=1, predict the reactants needed to synthesize it. The reactants are: [F:1][C:2]1[CH:3]=[C:4]([C:21]([O:23][CH3:24])=[O:22])[C:5]2[O:9][C:8]([C:10]3[CH:15]=[CH:14][C:13]([CH2:16][N:17]([CH3:19])[CH3:18])=[CH:12][CH:11]=3)=[CH:7][C:6]=2[CH:20]=1.[C:25](C1C=CC(CN2CCCC2)=CC=1)#[CH:26].FC1C=C(C(OC)=O)C(O)=C(I)C=1.